This data is from Full USPTO retrosynthesis dataset with 1.9M reactions from patents (1976-2016). The task is: Predict the reactants needed to synthesize the given product. Given the product [OH:8][N:4]1[C:3](=[O:9])[C@@H:2]([NH:1][C:18](=[O:55])/[C:19](=[N:45]\[O:46][CH2:47][C:48]([O:50][C:51]([CH3:53])([CH3:52])[CH3:54])=[O:49])/[C:20]2[N:21]=[C:22]([NH:25][C:26]([C:33]3[CH:34]=[CH:35][CH:36]=[CH:37][CH:38]=3)([C:39]3[CH:44]=[CH:43][CH:42]=[CH:41][CH:40]=3)[C:27]3[CH:28]=[CH:29][CH:30]=[CH:31][CH:32]=3)[S:23][CH:24]=2)[C:5]1([CH3:7])[CH3:6], predict the reactants needed to synthesize it. The reactants are: [NH2:1][C@H:2]1[C:5]([CH3:7])([CH3:6])[N:4]([OH:8])[C:3]1=[O:9].C(N(CC)CC)C.Cl[C:18](=[O:55])/[C:19](=[N:45]\[O:46][CH2:47][C:48]([O:50][C:51]([CH3:54])([CH3:53])[CH3:52])=[O:49])/[C:20]1[N:21]=[C:22]([NH:25][C:26]([C:39]2[CH:44]=[CH:43][CH:42]=[CH:41][CH:40]=2)([C:33]2[CH:38]=[CH:37][CH:36]=[CH:35][CH:34]=2)[C:27]2[CH:32]=[CH:31][CH:30]=[CH:29][CH:28]=2)[S:23][CH:24]=1.